Dataset: Catalyst prediction with 721,799 reactions and 888 catalyst types from USPTO. Task: Predict which catalyst facilitates the given reaction. (1) Reactant: [Cl:1][C:2]1[CH:24]=[CH:23][C:5]([CH2:6][NH:7][C:8]([C:10]2[C:11](=[O:22])[C:12]3[S:19][C:18]([CH2:20]Cl)=[CH:17][C:13]=3[N:14]([CH3:16])[CH:15]=2)=[O:9])=[CH:4][CH:3]=1.[CH3:25][NH:26][CH:27]([CH2:30][C:31]1[CH:36]=[CH:35][CH:34]=[CH:33][CH:32]=1)[CH2:28][OH:29].C(N(C(C)C)CC)(C)C. Product: [CH2:30]([CH:27]([N:26]([CH2:20][C:18]1[S:19][C:12]2[C:11](=[O:22])[C:10]([C:8]([NH:7][CH2:6][C:5]3[CH:23]=[CH:24][C:2]([Cl:1])=[CH:3][CH:4]=3)=[O:9])=[CH:15][N:14]([CH3:16])[C:13]=2[CH:17]=1)[CH3:25])[CH2:28][OH:29])[C:31]1[CH:36]=[CH:35][CH:34]=[CH:33][CH:32]=1. The catalyst class is: 18. (2) Reactant: [F:1][C:2]1[CH:3]=[C:4]([N:19]2[CH2:23][C@H:22]([CH2:24][OH:25])[O:21][C:20]2=[O:26])[CH:5]=[C:6]([F:18])[C:7]=1[N:8]1[CH2:13][CH2:12][C:11]([OH:17])([CH2:14][O:15][CH3:16])[CH2:10][CH2:9]1.C(N(CC)CC)C.[CH3:34][S:35](Cl)(=[O:37])=[O:36].O. Product: [F:1][C:2]1[CH:3]=[C:4]([N:19]2[CH2:23][C@H:22]([CH2:24][O:25][S:35]([CH3:34])(=[O:37])=[O:36])[O:21][C:20]2=[O:26])[CH:5]=[C:6]([F:18])[C:7]=1[N:8]1[CH2:13][CH2:12][C:11]([OH:17])([CH2:14][O:15][CH3:16])[CH2:10][CH2:9]1. The catalyst class is: 4. (3) Reactant: [CH2:1]([S:5]([N:8]1[CH2:17][CH2:16][C:15]2[N:14]=[C:13]([C:18]([O:20]C)=O)[CH:12]=[CH:11][C:10]=2[CH2:9]1)(=[O:7])=[O:6])[CH2:2][CH2:3][CH3:4].[K].[NH2:23][OH:24].C(O)(=O)C. Product: [CH2:1]([S:5]([N:8]1[CH2:17][CH2:16][C:15]2[N:14]=[C:13]([C:18]([NH:23][OH:24])=[O:20])[CH:12]=[CH:11][C:10]=2[CH2:9]1)(=[O:6])=[O:7])[CH2:2][CH2:3][CH3:4]. The catalyst class is: 5. (4) Reactant: [NH2:1][C@H:2]([C:6]([OH:8])=[O:7])[CH:3]([CH3:5])[CH3:4].[OH-].[Na+].[C:11](OC(=O)C)(=[O:13])[CH3:12].Cl. Product: [C:11]([NH:1][C@H:2]([C:6]([OH:8])=[O:7])[CH:3]([CH3:5])[CH3:4])(=[O:13])[CH3:12]. The catalyst class is: 6. (5) The catalyst class is: 7. Reactant: [Cl:1][C:2]1[C:14]2[CH2:13][CH2:12][CH:11]3[CH:7]([CH2:8][NH:9][CH2:10]3)[C:6]=2[CH:5]=[C:4]([Cl:15])[C:3]=1[NH2:16].[CH:17](=O)[CH2:18][CH3:19].C(O)(=O)C.C(O[BH-](OC(=O)C)OC(=O)C)(=O)C.[Na+]. Product: [Cl:1][C:2]1[C:14]2[CH2:13][CH2:12][CH:11]3[CH:7]([CH2:8][N:9]([CH2:17][CH2:18][CH3:19])[CH2:10]3)[C:6]=2[CH:5]=[C:4]([Cl:15])[C:3]=1[NH2:16]. (6) Reactant: [C:1](=[O:12])(OC(Cl)(Cl)Cl)OC(Cl)(Cl)Cl.[NH2:13][C:14]1[CH:15]=[C:16]([CH:35]=[CH:36][CH:37]=1)[O:17][C:18]1[CH:32]=[CH:31][C:21]2[N:22]=[C:23]([NH:25][C:26]([CH:28]3[CH2:30][CH2:29]3)=[O:27])[S:24][C:20]=2[C:19]=1[C:33]#[N:34].C(N(CC)CC)C.[F:45][C:46]([F:55])([F:54])[C:47]1[N:52]=[CH:51][C:50]([NH2:53])=[CH:49][CH:48]=1. Product: [C:33]([C:19]1[C:20]2[S:24][C:23]([NH:25][C:26]([CH:28]3[CH2:30][CH2:29]3)=[O:27])=[N:22][C:21]=2[CH:31]=[CH:32][C:18]=1[O:17][C:16]1[CH:35]=[CH:36][CH:37]=[C:14]([NH:13][C:1](=[O:12])[NH:53][C:50]2[CH:51]=[N:52][C:47]([C:46]([F:55])([F:45])[F:54])=[CH:48][CH:49]=2)[CH:15]=1)#[N:34]. The catalyst class is: 54.